From a dataset of Forward reaction prediction with 1.9M reactions from USPTO patents (1976-2016). Predict the product of the given reaction. (1) Given the reactants I[C:2]1[CH:3]=[C:4]([CH:8]([NH:19][CH:20]=[O:21])[S:9]([C:12]2[CH:17]=[CH:16][C:15]([CH3:18])=[CH:14][CH:13]=2)(=[O:11])=[O:10])[CH:5]=[CH:6][CH:7]=1.[I:22]C1C=CC(C=O)=CC=1, predict the reaction product. The product is: [I:22][C:7]1[CH:6]=[CH:5][C:4]([CH:8]([NH:19][CH:20]=[O:21])[S:9]([C:12]2[CH:17]=[CH:16][C:15]([CH3:18])=[CH:14][CH:13]=2)(=[O:11])=[O:10])=[CH:3][CH:2]=1. (2) Given the reactants [NH2:1][C:2](=[O:36])[CH2:3][O:4][C:5]1[CH:6]=[C:7]2[C:12](=[CH:13][CH:14]=1)[C:11](=[O:15])[N:10]([CH2:16][CH:17]([CH3:19])[CH3:18])[C:9]([CH2:20][NH:21]C(=O)OC(C)(C)C)=[C:8]2[C:29]1[CH:34]=[CH:33][C:32]([Cl:35])=[CH:31][CH:30]=1, predict the reaction product. The product is: [ClH:35].[NH2:21][CH2:20][C:9]1[N:10]([CH2:16][CH:17]([CH3:19])[CH3:18])[C:11](=[O:15])[C:12]2[C:7]([C:8]=1[C:29]1[CH:30]=[CH:31][C:32]([Cl:35])=[CH:33][CH:34]=1)=[CH:6][C:5]([O:4][CH2:3][C:2]([NH2:1])=[O:36])=[CH:14][CH:13]=2. (3) Given the reactants [Br:1][C:2]1[CH:3]=[N:4][C:5]2[N:6]([CH:8]=[C:9]([CH2:11]Cl)[N:10]=2)[CH:7]=1.[C:13]1([OH:19])[CH:18]=[CH:17][CH:16]=[CH:15][CH:14]=1.C(=O)([O-])[O-].[K+].[K+], predict the reaction product. The product is: [Br:1][C:2]1[CH:3]=[N:4][C:5]2[N:6]([CH:8]=[C:9]([CH2:11][O:19][C:13]3[CH:18]=[CH:17][CH:16]=[CH:15][CH:14]=3)[N:10]=2)[CH:7]=1.